This data is from Reaction yield outcomes from USPTO patents with 853,638 reactions. The task is: Predict the reaction yield, written as a fraction of the theoretical maximum amount of product (1.0 means a 100% yield; for example, 0.34 means a 34% yield). (1) The reactants are [F:1][C:2]1[CH:3]=[C:4]([CH:8]=[CH:9][C:10]=1[CH3:11])[C:5]([OH:7])=[O:6].S(=O)(=O)(O)O.O.C(=O)([O-])O.[Na+].[CH2:23](O)[CH3:24]. No catalyst specified. The product is [F:1][C:2]1[CH:3]=[C:4]([CH:8]=[CH:9][C:10]=1[CH3:11])[C:5]([O:7][CH2:23][CH3:24])=[O:6]. The yield is 0.944. (2) The reactants are [N+:1]([C:4]1[CH:9]=[CH:8][C:7]([C:10]2[S:11][CH:12]=[CH:13][CH:14]=2)=[CH:6][C:5]=1[NH:15][C:16](=[O:23])[O:17][CH2:18][CH:19]1[CH2:22][NH:21][CH2:20]1)([O-:3])=[O:2].[C:24](OC(=O)C)(=[O:26])[CH3:25]. The catalyst is ClCCl. The product is [N+:1]([C:4]1[CH:9]=[CH:8][C:7]([C:10]2[S:11][CH:12]=[CH:13][CH:14]=2)=[CH:6][C:5]=1[NH:15][C:16](=[O:23])[O:17][CH2:18][CH:19]1[CH2:20][N:21]([C:24](=[O:26])[CH3:25])[CH2:22]1)([O-:3])=[O:2]. The yield is 0.790.